From a dataset of Peptide-MHC class II binding affinity with 134,281 pairs from IEDB. Regression. Given a peptide amino acid sequence and an MHC pseudo amino acid sequence, predict their binding affinity value. This is MHC class II binding data. (1) The peptide sequence is EKKYFAATQHEPLAA. The MHC is HLA-DPA10103-DPB10401 with pseudo-sequence HLA-DPA10103-DPB10401. The binding affinity (normalized) is 0.568. (2) The peptide sequence is LSSNDLAKYKANWIE. The MHC is DRB1_1201 with pseudo-sequence DRB1_1201. The binding affinity (normalized) is 0.755. (3) The peptide sequence is IGEPTAAAIAYGLDR. The MHC is HLA-DQA10401-DQB10402 with pseudo-sequence HLA-DQA10401-DQB10402. The binding affinity (normalized) is 0.672.